From a dataset of Forward reaction prediction with 1.9M reactions from USPTO patents (1976-2016). Predict the product of the given reaction. (1) Given the reactants [F-:1].[K+].[CH3:3][O:4][C:5](=[O:15])[C:6]1[C:11]([CH3:12])=[CH:10][C:9]([Cl:13])=[CH:8][C:7]=1I.COC(=O)[C:19](Cl)([F:21])[F:20], predict the reaction product. The product is: [CH3:3][O:4][C:5](=[O:15])[C:6]1[C:11]([CH3:12])=[CH:10][C:9]([Cl:13])=[CH:8][C:7]=1[C:19]([F:21])([F:1])[F:20]. (2) Given the reactants [Br:1][C:2]1[CH:10]=[CH:9][C:8]([C:11]#[N:12])=[C:7]2[C:3]=1[CH:4]=[CH:5][NH:6]2.[H-].[Na+].[CH3:15][C:16]1[CH:21]=[CH:20][C:19]([S:22](Cl)(=[O:24])=[O:23])=[CH:18][CH:17]=1, predict the reaction product. The product is: [Br:1][C:2]1[CH:10]=[CH:9][C:8]([C:11]#[N:12])=[C:7]2[C:3]=1[CH:4]=[CH:5][N:6]2[S:22]([C:19]1[CH:20]=[CH:21][C:16]([CH3:15])=[CH:17][CH:18]=1)(=[O:24])=[O:23]. (3) Given the reactants CI.[O:3]=[C:4]1[NH:9][CH:8]([C:10]2[CH:17]=[CH:16][C:13]([C:14]#[N:15])=[CH:12][C:11]=2[S:18][CH3:19])[C:7]2[C:20](=[O:23])[CH2:21][CH2:22][C:6]=2[N:5]1[C:24]1[CH:29]=[CH:28][CH:27]=[C:26]([C:30]([F:33])([F:32])[F:31])[CH:25]=1.[C:34](=O)([O-])[O-].[Cs+].[Cs+], predict the reaction product. The product is: [CH3:34][N:9]1[CH:8]([C:10]2[CH:17]=[CH:16][C:13]([C:14]#[N:15])=[CH:12][C:11]=2[S:18][CH3:19])[C:7]2[C:20](=[O:23])[CH2:21][CH2:22][C:6]=2[N:5]([C:24]2[CH:29]=[CH:28][CH:27]=[C:26]([C:30]([F:33])([F:32])[F:31])[CH:25]=2)[C:4]1=[O:3]. (4) Given the reactants [Br:1][C:2]1[CH:3]=[C:4](C=[CH:9][CH:10]=1)C(O)=O.[Cl:11][C:12]1[CH:13]=[C:14](I)[CH:15]=[C:16]([Cl:18])[CH:17]=1.[C:20]([OH:23])(=[O:22])[CH3:21].C(CC(C)(C)C)(C)C, predict the reaction product. The product is: [Cl:11][C:12]1[CH:13]=[C:14]([C:4]2[CH:3]=[C:2]([Br:1])[CH:10]=[CH:9][C:21]=2[C:20]([OH:23])=[O:22])[CH:15]=[C:16]([Cl:18])[CH:17]=1. (5) Given the reactants [CH2:1]([O:3][C:4](=[O:21])[CH2:5][C:6]1[C:7]2[S:20][CH:19]=[CH:18][C:8]=2[N:9]([C:11]([O:13][C:14]([CH3:17])([CH3:16])[CH3:15])=[O:12])[CH:10]=1)[CH3:2].[Se](=O)=[O:23], predict the reaction product. The product is: [CH2:1]([O:3][C:4](=[O:21])[C:5]([C:6]1[C:7]2[S:20][CH:19]=[CH:18][C:8]=2[N:9]([C:11]([O:13][C:14]([CH3:16])([CH3:17])[CH3:15])=[O:12])[CH:10]=1)=[O:23])[CH3:2]. (6) Given the reactants CS([O-])(=O)=O.O=P12OP3(OP(OP(O3)(O1)=O)(=O)O2)=O.[F:20][C:21]1[CH:26]=[CH:25][C:24]([S:27]([C:29]2[CH:34]=[CH:33][C:32]([F:35])=[CH:31][CH:30]=2)=O)=[CH:23][CH:22]=1.[OH:36][C:37]1[CH:42]=[CH:41][C:40]([C:43]2([C:56]3[CH:61]=[CH:60][C:59]([OH:62])=[CH:58][CH:57]=3)[C:55]3[CH:54]=[CH:53][CH:52]=[CH:51][C:50]=3[C:49]3[C:44]2=[CH:45][CH:46]=[CH:47][CH:48]=3)=[CH:39][CH:38]=1.[F:63][C:64]([F:70])([F:69])[S:65]([O-:68])(=[O:67])=[O:66].[Li+], predict the reaction product. The product is: [OH:36][C:37]1[CH:38]=[CH:39][C:40]([C:43]2([C:56]3[CH:57]=[CH:58][C:59]([OH:62])=[CH:60][CH:61]=3)[C:44]3[CH:45]=[C:46]([S+:27]([C:29]4[CH:34]=[CH:33][C:32]([F:35])=[CH:31][CH:30]=4)[C:24]4[CH:25]=[CH:26][C:21]([F:20])=[CH:22][CH:23]=4)[CH:47]=[CH:48][C:49]=3[C:50]3[C:55]2=[CH:54][CH:53]=[CH:52][CH:51]=3)=[CH:41][CH:42]=1.[F:63][C:64]([F:70])([F:69])[S:65]([O-:68])(=[O:67])=[O:66]. (7) Given the reactants [CH3:1][C:2]1[N:3]=[N:4][N:5]([CH2:7][C:8]2[CH:13]=[C:12]([C:14]([F:17])([F:16])[F:15])[CH:11]=[CH:10][C:9]=2/[CH:18]=[CH:19]/[C:20]([OH:22])=O)[N:6]=1.C(Cl)(=O)C(Cl)=O.[F:29][C:30]([F:38])([F:37])[CH:31]1[CH2:36][O:35][CH2:34][CH2:33][NH:32]1, predict the reaction product. The product is: [CH3:1][C:2]1[N:3]=[N:4][N:5]([CH2:7][C:8]2[CH:13]=[C:12]([C:14]([F:17])([F:16])[F:15])[CH:11]=[CH:10][C:9]=2/[CH:18]=[CH:19]/[C:20]([N:32]2[CH2:33][CH2:34][O:35][CH2:36][CH:31]2[C:30]([F:38])([F:37])[F:29])=[O:22])[N:6]=1. (8) Given the reactants Br[C:2]1[N:7]=[CH:6][C:5]([O:8][C:9]2[CH:16]=[CH:15][C:12]([C:13]#[N:14])=[CH:11][CH:10]=2)=[CH:4][CH:3]=1.[Li]CCCC.CCCCCC.[F:28][C:29]1[CH:34]=[C:33]([F:35])[CH:32]=[CH:31][C:30]=1[C:36]([F:43])([F:42])[C:37](OCC)=[O:38], predict the reaction product. The product is: [F:28][C:29]1[CH:34]=[C:33]([F:35])[CH:32]=[CH:31][C:30]=1[C:36]([F:43])([F:42])[C:37]([C:2]1[N:7]=[CH:6][C:5]([O:8][C:9]2[CH:16]=[CH:15][C:12]([C:13]#[N:14])=[CH:11][CH:10]=2)=[CH:4][CH:3]=1)=[O:38]. (9) Given the reactants [F:1][CH:2]1[CH2:6][CH2:5][CH:4]([C:7]([OH:9])=O)[CH2:3]1.CN(C(ON1N=NC2C=CC=NC1=2)=[N+](C)C)C.F[P-](F)(F)(F)(F)F.C(N(C(C)C)C(C)C)C.[F:43][C:44]1[CH:45]=[C:46]([CH2:61][N:62]2[CH2:67][CH2:66][NH:65][C@@H:64]([CH3:68])[CH2:63]2)[C:47]([CH3:60])=[C:48]([NH:50][C:51](=[O:59])[C:52]2[CH:57]=[CH:56][C:55]([CH3:58])=[N:54][CH:53]=2)[CH:49]=1, predict the reaction product. The product is: [F:43][C:44]1[CH:45]=[C:46]([CH2:61][N:62]2[CH2:67][CH2:66][N:65]([C:7]([CH:4]3[CH2:5][CH2:6][CH:2]([F:1])[CH2:3]3)=[O:9])[C@@H:64]([CH3:68])[CH2:63]2)[C:47]([CH3:60])=[C:48]([NH:50][C:51](=[O:59])[C:52]2[CH:57]=[CH:56][C:55]([CH3:58])=[N:54][CH:53]=2)[CH:49]=1.